Dataset: Forward reaction prediction with 1.9M reactions from USPTO patents (1976-2016). Task: Predict the product of the given reaction. (1) Given the reactants [CH3:1][C:2]1[CH:7]=[CH:6][C:5](Br)=[CH:4][CH:3]=1.B1(B2OC(C)(C)C(C)(C)O2)OC(C)(C)C(C)(C)O1.C([O-])(=O)C.[K+].[Br:32][C:33]1[CH:34]=[C:35]2[C:40](=[CH:41][CH:42]=1)[N:39]=[CH:38][CH:37]=[C:36]2I.C([O-])([O-])=O.[K+].[K+], predict the reaction product. The product is: [Br:32][C:33]1[CH:34]=[C:35]2[C:40](=[CH:41][CH:42]=1)[N:39]=[CH:38][CH:37]=[C:36]2[C:5]1[CH:6]=[CH:7][C:2]([CH3:1])=[CH:3][CH:4]=1. (2) The product is: [C:1]([O:9][C:10]1[CH:15]=[CH:14][C:13]([CH2:21][C:22]([O:24][CH3:25])=[O:23])=[C:12]([N+:17]([O-:19])=[O:18])[CH:11]=1)(=[O:8])[C:2]1[CH:7]=[CH:6][CH:5]=[CH:4][CH:3]=1. Given the reactants [C:1]([O:9][C:10]1[CH:15]=[CH:14][C:13](O)=[C:12]([N+:17]([O-:19])=[O:18])[CH:11]=1)(=[O:8])[C:2]1[CH:7]=[CH:6][CH:5]=[CH:4][CH:3]=1.Br[CH2:21][C:22]([O:24][CH3:25])=[O:23].C(=O)([O-])[O-].[K+].[K+], predict the reaction product.